This data is from Catalyst prediction with 721,799 reactions and 888 catalyst types from USPTO. The task is: Predict which catalyst facilitates the given reaction. (1) Reactant: C(OC(=O)[NH:7][CH2:8][CH2:9][NH:10][C:11]1[CH:12]=[C:13]2[C:18](=[CH:19][C:20]=1[N+:21]([O-:23])=[O:22])[NH:17][C:16](=[O:24])[N:15]([NH:25][S:26]([CH3:29])(=[O:28])=[O:27])[C:14]2=[O:30])(C)(C)C.FC(F)(F)C(O)=O. Product: [NH2:7][CH2:8][CH2:9][NH:10][C:11]1[CH:12]=[C:13]2[C:18](=[CH:19][C:20]=1[N+:21]([O-:23])=[O:22])[NH:17][C:16](=[O:24])[N:15]([NH:25][S:26]([CH3:29])(=[O:28])=[O:27])[C:14]2=[O:30]. The catalyst class is: 4. (2) Reactant: P(Br)(Br)[Br:2].[CH3:5][N:6]1[C:10]([CH2:11]O)=[CH:9][C:8]([C:13]2[CH:18]=[CH:17][C:16]([O:19][C:20]([F:23])([F:22])[F:21])=[CH:15][CH:14]=2)=[N:7]1. Product: [Br:2][CH2:11][C:10]1[N:6]([CH3:5])[N:7]=[C:8]([C:13]2[CH:18]=[CH:17][C:16]([O:19][C:20]([F:23])([F:22])[F:21])=[CH:15][CH:14]=2)[CH:9]=1. The catalyst class is: 28. (3) Reactant: C(O[CH:4](OCC)[C:5](=[NH:8])OC)C.[CH3:12][C:13]1[CH:18]=[C:17]([CH3:19])[CH:16]=[CH:15][C:14]=1[CH2:20][NH2:21]. Product: [CH3:19][C:17]1[CH:16]=[C:15]2[C:4](=[C:13]([CH3:12])[CH:18]=1)[CH:5]=[N:8][C:20]([NH2:21])=[CH:14]2. The catalyst class is: 5.